Dataset: Reaction yield outcomes from USPTO patents with 853,638 reactions. Task: Predict the reaction yield, written as a fraction of the theoretical maximum amount of product (1.0 means a 100% yield; for example, 0.34 means a 34% yield). The reactants are [C:1]([O:5][C:6]([NH:8][C@@H:9]([CH2:14][CH2:15][CH2:16][C:17]([CH3:22])([N+:19]([O-])=O)[CH3:18])[C:10]([O:12][CH3:13])=[O:11])=[O:7])([CH3:4])([CH3:3])[CH3:2].[H][H]. The catalyst is CO.O.[C].[Pd]. The product is [CH3:13][O:12][C:10](=[O:11])[C@H:9]([CH2:14][CH2:15][CH2:16][C:17]([CH3:22])([CH3:18])[NH2:19])[NH:8][C:6]([O:5][C:1]([CH3:4])([CH3:2])[CH3:3])=[O:7]. The yield is 0.773.